This data is from Reaction yield outcomes from USPTO patents with 853,638 reactions. The task is: Predict the reaction yield, written as a fraction of the theoretical maximum amount of product (1.0 means a 100% yield; for example, 0.34 means a 34% yield). (1) The reactants are C[O:2][C:3](=[O:40])[CH2:4][O:5][C:6]1[CH:39]=[CH:38][C:9]2[O:10][CH2:11][C:12]3[N:37]=[CH:36][CH:35]=[CH:34][C:13]=3[C:14](=[CH:15][CH2:16][CH2:17][N:18]3[CH2:23][CH2:22][C:21]([C:25]4[CH:30]=[CH:29][C:28]([Cl:31])=[CH:27][CH:26]=4)([OH:24])[C:20]([CH3:33])([CH3:32])[CH2:19]3)[C:8]=2[CH:7]=1.[OH-].[Na+]. The catalyst is CO.O. The product is [Cl:31][C:28]1[CH:29]=[CH:30][C:25]([C:21]2([OH:24])[CH2:22][CH2:23][N:18]([CH2:17][CH2:16][CH:15]=[C:14]3[C:13]4[CH:34]=[CH:35][CH:36]=[N:37][C:12]=4[CH2:11][O:10][C:9]4[CH:38]=[CH:39][C:6]([O:5][CH2:4][C:3]([OH:40])=[O:2])=[CH:7][C:8]3=4)[CH2:19][C:20]2([CH3:32])[CH3:33])=[CH:26][CH:27]=1. The yield is 0.940. (2) The reactants are [Cu][C:2]#[N:3].N(OC(C)(C)C)=O.[Cl:11][C:12]1[CH:18]=[C:17]([N+:19]([O-:21])=[O:20])[CH:16]=[C:15]([Cl:22])[C:13]=1N. The catalyst is CS(C)=O. The product is [Cl:11][C:12]1[CH:18]=[C:17]([N+:19]([O-:21])=[O:20])[CH:16]=[C:15]([Cl:22])[C:13]=1[C:2]#[N:3]. The yield is 0.160. (3) The reactants are [Br-].Br[C:3]1[CH:4]=[C:5]2[C:10](=[N:11][CH:12]=1)[NH:9][C:8](=[O:13])[CH2:7][CH2:6]2.C(N(C(C)C)CC)(C)C.[C:23]([O:27][C:28](=[O:31])[CH:29]=[CH2:30])([CH3:26])([CH3:25])[CH3:24].C1(C)C=CC=CC=1P(C1C=CC=CC=1C)C1C=CC=CC=1C.C. The catalyst is O.C([O-])(=O)C.C([O-])(=O)C.[Pd+2].C(Cl)Cl.CO.CN(C)C=O.C(#N)C. The product is [O:13]=[C:8]1[NH:9][C:10]2[N:11]=[CH:12][C:3](/[CH:30]=[CH:29]/[C:28]([O:27][C:23]([CH3:26])([CH3:25])[CH3:24])=[O:31])=[CH:4][C:5]=2[CH2:6][CH2:7]1. The yield is 0.820.